Dataset: Full USPTO retrosynthesis dataset with 1.9M reactions from patents (1976-2016). Task: Predict the reactants needed to synthesize the given product. (1) The reactants are: [Cl:1][C:2]1[C:3]([C:31]2[CH:32]=[N:33][N:34]3[CH:39]=[CH:38][CH:37]=[CH:36][C:35]=23)=[N:4][C:5]([NH:8][C:9]2[CH:14]=[C:13]([N+:15]([O-])=O)[C:12]([N:18]([CH3:28])[CH2:19][CH2:20][N:21]3[CH2:26][CH2:25][N:24]([CH3:27])[CH2:23][CH2:22]3)=[CH:11][C:10]=2[O:29][CH3:30])=[N:6][CH:7]=1.[NH4+].[Cl-]. Given the product [Cl:1][C:2]1[C:3]([C:31]2[CH:32]=[N:33][N:34]3[CH:39]=[CH:38][CH:37]=[CH:36][C:35]=23)=[N:4][C:5]([NH:8][C:9]2[CH:14]=[C:13]([NH2:15])[C:12]([N:18]([CH3:28])[CH2:19][CH2:20][N:21]3[CH2:26][CH2:25][N:24]([CH3:27])[CH2:23][CH2:22]3)=[CH:11][C:10]=2[O:29][CH3:30])=[N:6][CH:7]=1, predict the reactants needed to synthesize it. (2) Given the product [CH3:17][O:18][C:19]1[CH:24]=[CH:23][C:22]([O:8][C:9]2[CH:10]=[C:11]([CH:14]=[CH:15][CH:16]=2)[CH:12]=[O:13])=[CH:21][CH:20]=1, predict the reactants needed to synthesize it. The reactants are: C(N(CC)CC)C.[OH:8][C:9]1[CH:10]=[C:11]([CH:14]=[CH:15][CH:16]=1)[CH:12]=[O:13].[CH3:17][O:18][C:19]1[CH:24]=[CH:23][C:22](B(O)O)=[CH:21][CH:20]=1.